The task is: Predict the reactants needed to synthesize the given product.. This data is from Full USPTO retrosynthesis dataset with 1.9M reactions from patents (1976-2016). (1) Given the product [CH2:28]([S:30]([OH:33])(=[O:32])=[O:31])[CH3:29].[N:1]1[CH:6]=[CH:5][CH:4]=[CH:3][C:2]=1[O:7][CH2:8][C:9]1[CH:27]=[CH:26][C:12]([CH2:13][C:14]2[CH:18]=[C:17]([C:19]3[C:20]([NH2:25])=[N:21][CH:22]=[CH:23][CH:24]=3)[O:16][N:15]=2)=[CH:11][CH:10]=1, predict the reactants needed to synthesize it. The reactants are: [N:1]1[CH:6]=[CH:5][CH:4]=[CH:3][C:2]=1[O:7][CH2:8][C:9]1[CH:27]=[CH:26][C:12]([CH2:13][C:14]2[CH:18]=[C:17]([C:19]3[C:20]([NH2:25])=[N:21][CH:22]=[CH:23][CH:24]=3)[O:16][N:15]=2)=[CH:11][CH:10]=1.[CH2:28]([S:30]([OH:33])(=[O:32])=[O:31])[CH3:29]. (2) The reactants are: [CH3:1][C:2]1[CH:7]=[CH:6][CH:5]=[CH:4][C:3]=1[C:8]1[C:17]([NH:18]C(=O)OC(C)(C)C)=[CH:16][CH:15]=[C:14]2[C:9]=1[CH:10]=[CH:11][CH:12]=[N:13]2.C(Cl)Cl.[C:29]([OH:35])([C:31]([F:34])([F:33])[F:32])=[O:30]. Given the product [F:32][C:31]([F:34])([F:33])[C:29]([OH:35])=[O:30].[CH3:1][C:2]1[CH:7]=[CH:6][CH:5]=[CH:4][C:3]=1[C:8]1[C:17]([NH2:18])=[CH:16][CH:15]=[C:14]2[C:9]=1[CH:10]=[CH:11][CH:12]=[N:13]2, predict the reactants needed to synthesize it.